This data is from NCI-60 drug combinations with 297,098 pairs across 59 cell lines. The task is: Regression. Given two drug SMILES strings and cell line genomic features, predict the synergy score measuring deviation from expected non-interaction effect. Drug 1: CC12CCC3C(C1CCC2=O)CC(=C)C4=CC(=O)C=CC34C. Drug 2: C(=O)(N)NO. Cell line: HT29. Synergy scores: CSS=10.3, Synergy_ZIP=-2.13, Synergy_Bliss=-0.964, Synergy_Loewe=-25.2, Synergy_HSA=0.510.